This data is from Peptide-MHC class I binding affinity with 185,985 pairs from IEDB/IMGT. The task is: Regression. Given a peptide amino acid sequence and an MHC pseudo amino acid sequence, predict their binding affinity value. This is MHC class I binding data. (1) The peptide sequence is VFGSTMNNK. The MHC is HLA-A31:01 with pseudo-sequence HLA-A31:01. The binding affinity (normalized) is 0.272. (2) The peptide sequence is KHDFIDNPL. The MHC is HLA-B46:01 with pseudo-sequence HLA-B46:01. The binding affinity (normalized) is 0.0847.